Predict the reactants needed to synthesize the given product. From a dataset of Full USPTO retrosynthesis dataset with 1.9M reactions from patents (1976-2016). (1) Given the product [Cl:1][C:2]1[CH:7]=[CH:6][CH:5]=[CH:4][C:3]=1[S:8]([C@H:11]1[CH2:15][N:14]([C:34]([C:31]2([N:25]3[CH2:30][CH2:29][CH2:28][CH2:27][CH2:26]3)[CH2:32][CH2:33]2)=[O:35])[C@H:13]([C:16]([NH:18][C:19]2([C:22]#[N:23])[CH2:21][CH2:20]2)=[O:17])[CH2:12]1)(=[O:10])=[O:9], predict the reactants needed to synthesize it. The reactants are: [Cl:1][C:2]1[CH:7]=[CH:6][CH:5]=[CH:4][C:3]=1[S:8]([C@H:11]1[CH2:15][NH:14][C@H:13]([C:16]([NH:18][C:19]2([C:22]#[N:23])[CH2:21][CH2:20]2)=[O:17])[CH2:12]1)(=[O:10])=[O:9].Cl.[N:25]1([C:31]2([C:34](O)=[O:35])[CH2:33][CH2:32]2)[CH2:30][CH2:29][CH2:28][CH2:27][CH2:26]1. (2) Given the product [CH3:24][C:9]1([NH:8][C:6](=[O:7])[O:5][C:1]([CH3:4])([CH3:3])[CH3:2])[CH2:13][CH2:12][NH:11][CH2:10]1, predict the reactants needed to synthesize it. The reactants are: [C:1]([O:5][C:6]([NH:8][C:9]1([CH3:24])[CH2:13][CH2:12][N:11](C(OCC2C=CC=CC=2)=O)[CH2:10]1)=[O:7])([CH3:4])([CH3:3])[CH3:2]. (3) Given the product [I:12][C:2]1[CH:11]=[CH:10][C:9]2[C:4](=[CH:5][CH:6]=[CH:7][CH:8]=2)[CH:3]=1, predict the reactants needed to synthesize it. The reactants are: Br[C:2]1[CH:11]=[CH:10][C:9]2[C:4](=[CH:5][CH:6]=[CH:7][CH:8]=2)[CH:3]=1.[I-:12].[K+].Cl. (4) Given the product [C:2]1([S:8]([N:11]2[CH2:12][CH2:13][N:14]([C:33]3[CH:34]=[CH:35][CH:36]=[CH:37][CH:38]=3)[CH:15]([C:17]3[CH:18]=[C:19]([C:23]4[CH:28]=[CH:27][CH:26]=[C:25]([S:29]([CH3:32])(=[O:31])=[O:30])[CH:24]=4)[CH:20]=[CH:21][CH:22]=3)[CH2:16]2)(=[O:9])=[O:10])[CH:3]=[CH:4][CH:5]=[CH:6][CH:7]=1, predict the reactants needed to synthesize it. The reactants are: B.[C:2]1([S:8]([N:11]2[CH2:16][CH:15]([C:17]3[CH:18]=[C:19]([C:23]4[CH:28]=[CH:27][CH:26]=[C:25]([S:29]([CH3:32])(=[O:31])=[O:30])[CH:24]=4)[CH:20]=[CH:21][CH:22]=3)[N:14]([C:33]3[CH:38]=[CH:37][CH:36]=[CH:35][CH:34]=3)[C:13](=O)[CH2:12]2)(=[O:10])=[O:9])[CH:7]=[CH:6][CH:5]=[CH:4][CH:3]=1.OP([O-])(O)=O.[K+].C(=O)(O)[O-].[Na+]. (5) Given the product [CH2:8]([NH:10][C:11](=[O:40])[NH:12][C:13]1[CH:14]=[CH:15][C:16]([C:19]2[N:20]=[C:21]([N:33]3[CH2:38][CH2:37][O:36][CH2:35][C@@H:34]3[CH3:39])[C:22]3[CH2:27][N:26]([C:28]([O:30][CH2:31][CH3:32])=[O:29])[CH2:25][C:23]=3[N:24]=2)=[CH:17][CH:18]=1)[CH3:9], predict the reactants needed to synthesize it. The reactants are: FC(F)(F)C(O)=O.[CH2:8]([NH:10][C:11](=[O:40])[NH:12][C:13]1[CH:18]=[CH:17][C:16]([C:19]2[N:20]=[C:21]([N:33]3[CH2:38][CH2:37][O:36][CH2:35][C@@H:34]3[CH3:39])[C:22]3[CH2:27][N:26]([C:28]([O:30][CH2:31][CH3:32])=[O:29])[CH2:25][C:23]=3[N:24]=2)=[CH:15][CH:14]=1)[CH3:9].FC(F)(F)C(O)=O.CCN(C(C)C)C(C)C.ClC(OCC)=O. (6) Given the product [C:1]1([CH3:11])[CH:6]=[CH:5][C:4]([S:7]([O:23][C@H:21]([CH2:20]/[CH:19]=[CH:18]/[C:14]2[CH:13]=[N:12][CH:17]=[CH:16][CH:15]=2)[CH3:22])(=[O:9])=[O:8])=[CH:3][CH:2]=1, predict the reactants needed to synthesize it. The reactants are: [C:1]1([CH3:11])[CH:6]=[CH:5][C:4]([S:7](Cl)(=[O:9])=[O:8])=[CH:3][CH:2]=1.[N:12]1[CH:17]=[CH:16][CH:15]=[C:14](/[CH:18]=[CH:19]/[CH2:20][C@@H:21]([OH:23])[CH3:22])[CH:13]=1.C([O-])(O)=O.[Na+]. (7) Given the product [CH3:63][N:61]([CH3:62])[C:60]([C:34]1[CH:35]=[C:36]([CH2:39][C:40]([O:42][CH2:43][C@@:44]2([C:55]([O:57][CH2:58][CH3:59])=[O:56])[C:52]3[C:47](=[CH:48][CH:49]=[CH:50][CH:51]=3)[C:46](=[O:53])[N:45]2[CH3:54])=[O:41])[CH:37]=[CH:38][C:33]=1[NH:32][C:18]([C:6]1[CH:5]=[CH:4][CH:3]=[C:2]([CH3:1])[C:7]=1[C:8]1[CH:13]=[CH:12][C:11]([C:14]([F:16])([F:17])[F:15])=[CH:10][CH:9]=1)=[O:20])=[O:64], predict the reactants needed to synthesize it. The reactants are: [CH3:1][C:2]1[CH:3]=[CH:4][CH:5]=[C:6]([C:18]([OH:20])=O)[C:7]=1[C:8]1[CH:13]=[CH:12][C:11]([C:14]([F:17])([F:16])[F:15])=[CH:10][CH:9]=1.C(Cl)(=O)C(Cl)=O.CN(C=O)C.[NH2:32][C:33]1[CH:38]=[CH:37][C:36]([CH2:39][C:40]([O:42][CH2:43][C@@:44]2([C:55]([O:57][CH2:58][CH3:59])=[O:56])[C:52]3[C:47](=[CH:48][CH:49]=[CH:50][CH:51]=3)[C:46](=[O:53])[N:45]2[CH3:54])=[O:41])=[CH:35][C:34]=1[C:60](=[O:64])[N:61]([CH3:63])[CH3:62].CCN(C(C)C)C(C)C.